Dataset: Forward reaction prediction with 1.9M reactions from USPTO patents (1976-2016). Task: Predict the product of the given reaction. (1) Given the reactants Cl.[NH:2]1[CH2:5][CH:4]([C:6]2[O:10][N:9]=[C:8]([C:11]3[CH:12]=[CH:13][C:14]([CH3:29])=[C:15]([NH:17][C:18]([C:20]4[N:24]5[CH:25]=[CH:26][CH:27]=[CH:28][C:23]5=[N:22][CH:21]=4)=[O:19])[CH:16]=3)[N:7]=2)[CH2:3]1.[CH3:30][O:31][C:32](Cl)=[O:33].C(O)(=O)CC(CC(O)=O)(C(O)=O)O, predict the reaction product. The product is: [N:22]1[CH:21]=[C:20]([C:18]([NH:17][C:15]2[CH:16]=[C:11]([C:8]3[N:7]=[C:6]([CH:4]4[CH2:3][N:2]([C:32]([O:31][CH3:30])=[O:33])[CH2:5]4)[O:10][N:9]=3)[CH:12]=[CH:13][C:14]=2[CH3:29])=[O:19])[N:24]2[CH:25]=[CH:26][CH:27]=[CH:28][C:23]=12. (2) Given the reactants C([O:4][CH2:5][C:6]1[C:7]([N:32]2[N:41]=[CH:40][C:39]3[C:34](=[C:35]([F:46])[CH:36]=[C:37]([C:42]([CH3:45])([CH3:44])[CH3:43])[CH:38]=3)[C:33]2=[O:47])=[N:8][CH:9]=[CH:10][C:11]=1[C:12]1[CH:17]=[C:16]([NH:18][C:19]2[CH:29]=[C:22]3[CH2:23][O:24][C:25]([CH3:28])([CH3:27])[CH2:26][N:21]3[N:20]=2)[C:15](=[O:30])[N:14]([CH3:31])[CH:13]=1)(=O)C.[OH-].[Li+], predict the reaction product. The product is: [C:42]([C:37]1[CH:38]=[C:39]2[C:34](=[C:35]([F:46])[CH:36]=1)[C:33](=[O:47])[N:32]([C:7]1[C:6]([CH2:5][OH:4])=[C:11]([C:12]3[CH:17]=[C:16]([NH:18][C:19]4[CH:29]=[C:22]5[CH2:23][O:24][C:25]([CH3:28])([CH3:27])[CH2:26][N:21]5[N:20]=4)[C:15](=[O:30])[N:14]([CH3:31])[CH:13]=3)[CH:10]=[CH:9][N:8]=1)[N:41]=[CH:40]2)([CH3:45])([CH3:43])[CH3:44]. (3) The product is: [Br:1][C:2]1[CH:3]=[N:4][N:5]([CH2:18][O:17][CH2:16][CH2:15][Si:14]([CH3:21])([CH3:20])[CH3:13])[CH:6]=1. Given the reactants [Br:1][C:2]1[CH:3]=[N:4][NH:5][CH:6]=1.C([O-])([O-])=O.[K+].[K+].[CH3:13][Si:14]([CH3:21])([CH3:20])[CH2:15][CH2:16][O:17][CH2:18]Cl, predict the reaction product. (4) Given the reactants Br[C:2]1[CH:3]=[C:4]([C:8]2([C:19]3[CH:24]=[C:23]([CH3:25])[N:22]=[C:21]([CH3:26])[CH:20]=3)[C:16]3[C:11](=[C:12]([F:17])[CH:13]=[CH:14][CH:15]=3)[C:10]([NH2:18])=[N:9]2)[CH:5]=[CH:6][CH:7]=1.[N:27]1[CH:32]=[C:31](B(O)O)[CH:30]=[N:29][CH:28]=1.C([O-])([O-])=O.[K+].[K+], predict the reaction product. The product is: [CH3:25][C:23]1[CH:24]=[C:19]([C:8]2([C:4]3[CH:5]=[CH:6][CH:7]=[C:2]([C:31]4[CH:32]=[N:27][CH:28]=[N:29][CH:30]=4)[CH:3]=3)[C:16]3[C:11](=[C:12]([F:17])[CH:13]=[CH:14][CH:15]=3)[C:10]([NH2:18])=[N:9]2)[CH:20]=[C:21]([CH3:26])[N:22]=1. (5) Given the reactants [C:1]1([CH3:21])[CH:6]=[C:5]([CH3:7])[CH:4]=[C:3]([CH3:8])[C:2]=1[S:9]([O:12][NH:13]C(=O)OC(C)(C)C)(=[O:11])=[O:10], predict the reaction product. The product is: [C:1]1([CH3:21])[CH:6]=[C:5]([CH3:7])[CH:4]=[C:3]([CH3:8])[C:2]=1[S:9]([O:12][NH2:13])(=[O:11])=[O:10]. (6) Given the reactants [CH3:1][C:2]1[CH:3]=[C:4]([CH3:12])[C:5]2[O:9][C:8]([NH2:10])=[N:7][C:6]=2[CH:11]=1.[CH3:28][C:23]1([CH3:29])[C:24]([CH3:27])([CH3:26])[O:25][B:21]([B:21]2[O:25][C:24]([CH3:27])([CH3:26])[C:23]([CH3:29])([CH3:28])[O:22]2)[O:22]1.[C:31]([O-])(=O)[CH3:32].[K+].C(Cl)Cl, predict the reaction product. The product is: [CH3:1][C:2]1[CH:3]=[C:4]([CH3:12])[C:5]2[O:9][C:8]([NH:10][C:32]3[CH:31]=[CH:6][C:11]([B:21]4[O:22][C:23]([CH3:28])([CH3:29])[C:24]([CH3:26])([CH3:27])[O:25]4)=[CH:2][CH:1]=3)=[N:7][C:6]=2[CH:11]=1. (7) The product is: [F:17][C:18]1[CH:23]=[C:22]([F:24])[CH:21]=[CH:20][C:19]=1[C@@:25]([OH:51])([CH2:45][N:46]1[CH:50]=[N:49][CH:48]=[N:47]1)[C@H:26]([S:28][C@@H:29]1[CH2:34][O:33][C@@H:32]([C:35]2[CH:36]=[CH:37][C:38]([C:39]([NH:8][C:7]3[CH:9]=[CH:10][C:4]([S:3][C:2]([F:11])([F:1])[F:12])=[CH:5][CH:6]=3)=[O:40])=[CH:43][CH:44]=2)[O:31][CH2:30]1)[CH3:27]. Given the reactants [F:1][C:2]([F:12])([F:11])[S:3][C:4]1[CH:10]=[CH:9][C:7]([NH2:8])=[CH:6][CH:5]=1.C[Al](C)C.[F:17][C:18]1[CH:23]=[C:22]([F:24])[CH:21]=[CH:20][C:19]=1[C@@:25]([OH:51])([CH2:45][N:46]1[CH:50]=[N:49][CH:48]=[N:47]1)[C@H:26]([S:28][C@@H:29]1[CH2:34][O:33][C@@H:32]([C:35]2[CH:44]=[CH:43][C:38]([C:39](OC)=[O:40])=[CH:37][CH:36]=2)[O:31][CH2:30]1)[CH3:27], predict the reaction product.